From a dataset of Full USPTO retrosynthesis dataset with 1.9M reactions from patents (1976-2016). Predict the reactants needed to synthesize the given product. Given the product [Cl:1][C:2]1[CH:3]=[C:4]([NH:8][C:9]([C:11]2[C:15]3[CH2:16][NH:17][C:18]4[CH:19]=[CH:20][CH:21]=[CH:22][C:23]=4[C:14]=3[N:13]([CH3:24])[N:12]=2)=[O:10])[CH:5]=[CH:6][CH:7]=1, predict the reactants needed to synthesize it. The reactants are: [Cl:1][C:2]1[CH:3]=[C:4]([NH:8][C:9]([C:11]2[C:15]3[CH:16]=[N:17][C:18]4[CH:19]=[CH:20][CH:21]=[CH:22][C:23]=4[C:14]=3[N:13]([CH3:24])[N:12]=2)=[O:10])[CH:5]=[CH:6][CH:7]=1.[BH4-].[Na+].